This data is from Full USPTO retrosynthesis dataset with 1.9M reactions from patents (1976-2016). The task is: Predict the reactants needed to synthesize the given product. (1) The reactants are: O1CCCCC1[O:7][CH2:8][C:9]1[CH:13]=[C:12]([C:14]2[CH:19]=[C:18]([C:20]([F:23])([F:22])[F:21])[CH:17]=[C:16]([C:24]([F:27])([F:26])[F:25])[CH:15]=2)[O:11][N:10]=1.C(O)(C(F)(F)F)=O. Given the product [F:27][C:24]([F:25])([F:26])[C:16]1[CH:15]=[C:14]([C:12]2[O:11][N:10]=[C:9]([CH2:8][OH:7])[CH:13]=2)[CH:19]=[C:18]([C:20]([F:21])([F:22])[F:23])[CH:17]=1, predict the reactants needed to synthesize it. (2) Given the product [C:50]([CH2:49][NH:48][C:23]([C:10]1[C:9]([O:8][CH2:1][C:2]2[CH:7]=[CH:6][CH:5]=[CH:4][CH:3]=2)=[CH:14][C:13]([O:15][CH2:16][C:17]2[CH:22]=[CH:21][CH:20]=[CH:19][CH:18]=2)=[CH:12][N:11]=1)=[O:24])(=[O:51])[NH2:52], predict the reactants needed to synthesize it. The reactants are: [CH2:1]([O:8][C:9]1[C:10]([C:23](O)=[O:24])=[N:11][CH:12]=[C:13]([O:15][CH2:16][C:17]2[CH:22]=[CH:21][CH:20]=[CH:19][CH:18]=2)[CH:14]=1)[C:2]1[CH:7]=[CH:6][CH:5]=[CH:4][CH:3]=1.CN(C)CCCN=C=NCC.ON1C2C=CC=CC=2N=N1.Cl.[NH2:48][CH2:49][C:50]([NH2:52])=[O:51].C(N(C(C)C)CC)(C)C. (3) The reactants are: [CH3:1][O:2][C:3]1[CH:22]=[C:21]([O:23][CH3:24])[CH:20]=[CH:19][C:4]=1[C:5]([C:7]1[CH:12]=[CH:11][C:10]([O:13][CH2:14][CH2:15][O:16]C=C)=[CH:9][CH:8]=1)=[O:6].C1(C)C=CC(S([O-])(=O)=O)=CC=1.[NH+]1C=CC=CC=1.O.C(=O)([O-])[O-].[Na+].[Na+]. Given the product [CH3:1][O:2][C:3]1[CH:22]=[C:21]([O:23][CH3:24])[CH:20]=[CH:19][C:4]=1[C:5]([C:7]1[CH:12]=[CH:11][C:10]([O:13][CH2:14][CH2:15][OH:16])=[CH:9][CH:8]=1)=[O:6], predict the reactants needed to synthesize it.